Dataset: Drug half-life prediction data from Obach et al.. Task: Regression/Classification. Given a drug SMILES string, predict its absorption, distribution, metabolism, or excretion properties. Task type varies by dataset: regression for continuous measurements (e.g., permeability, clearance, half-life) or binary classification for categorical outcomes (e.g., BBB penetration, CYP inhibition). For this dataset (half_life_obach), we predict log10(half-life) (log10 of half-life in hours). (1) The compound is O=C1CN(/N=C/c2ccc([N+](=O)[O-])o2)C(=O)N1. The log10(half-life) is -0.0100. (2) The compound is CCOC(=O)C1=C(C)NC(C)=C(C(=O)OC)C1c1cccc([N+](=O)[O-])c1. The log10(half-life) is 0.910. (3) The compound is O=C(O)CCCc1ccc(N(CCCl)CCCl)cc1. The log10(half-life) is 0.0400. (4) The molecule is O=C(O)P(=O)(O)O. The log10(half-life) is 0.670. (5) The molecule is O=C1CN(/N=C/c2ccc(-c3ccc([N+](=O)[O-])cc3)o2)C(=O)N1. The log10(half-life) is 1.00. (6) The molecule is COCCCOc1ccnc(C[S+]([O-])c2nc3ccccc3[nH]2)c1C. The log10(half-life) is 0. (7) The molecule is CN1CCC[C@H]1c1cccnc1. The log10(half-life) is 0.300. (8) The molecule is CC1=C(C(=O)O)N2C(=O)[C@@H](NC(=O)[C@H](N)c3ccccc3)[C@H]2SC1. The log10(half-life) is -0.240.